This data is from Catalyst prediction with 721,799 reactions and 888 catalyst types from USPTO. The task is: Predict which catalyst facilitates the given reaction. (1) The catalyst class is: 92. Product: [CH3:3][O:4][C:5]1[CH:6]=[CH:7][C:8]([CH2:9][NH:10][CH2:11][C:12]([O:14][CH3:15])=[O:13])=[CH:16][CH:17]=1. Reactant: [BH4-].[Na+].[CH3:3][O:4][C:5]1[CH:17]=[CH:16][C:8](/[CH:9]=[N:10]/[CH2:11][C:12]([O:14][CH3:15])=[O:13])=[CH:7][CH:6]=1.[Cl-].[NH4+].C(OCC)(=O)C. (2) Reactant: [CH3:1][O:2][C:3](=[O:11])[C:4]1[CH:9]=[CH:8][C:7](F)=[CH:6][CH:5]=1.C(=O)([O-])[O-].[K+].[K+].ClC1C=C(C=CC=1OC)C[N:23]1[CH2:28][CH2:27][CH:26]([NH:29][C:30]([N:32]2[CH2:37][CH2:36][C:35](=[CH:38][C:39]3[CH:44]=[C:43]([F:45])[CH:42]=[CH:41][C:40]=3[F:46])[CH2:34][CH2:33]2)=[O:31])[CH2:25][CH2:24]1.O. Product: [F:46][C:40]1[CH:41]=[CH:42][C:43]([F:45])=[CH:44][C:39]=1[CH:38]=[C:35]1[CH2:36][CH2:37][N:32]([C:30]([NH:29][CH:26]2[CH2:25][CH2:24][N:23]([C:7]3[CH:8]=[CH:9][C:4]([C:3]([O:2][CH3:1])=[O:11])=[CH:5][CH:6]=3)[CH2:28][CH2:27]2)=[O:31])[CH2:33][CH2:34]1. The catalyst class is: 3. (3) Reactant: [CH3:1][O:2][CH2:3][CH2:4][O:5][C:6]1[CH:7]=[C:8]([CH:17]=[CH:18][C:19]([OH:21])=[O:20])[CH:9]=[CH:10][C:11]=1[O:12][CH2:13][CH2:14][O:15][CH3:16].[H][H]. Product: [CH3:1][O:2][CH2:3][CH2:4][O:5][C:6]1[CH:7]=[C:8]([CH2:17][CH2:18][C:19]([OH:21])=[O:20])[CH:9]=[CH:10][C:11]=1[O:12][CH2:13][CH2:14][O:15][CH3:16]. The catalyst class is: 582. (4) The catalyst class is: 38. Product: [Cl:33][C:34]1[CH:39]=[CH:38][C:37]([NH:40][C:11]2[N:10]=[C:9]([NH2:8])[CH:14]=[C:13]([C:15]3[C:16]([CH3:21])=[N:17][O:18][C:19]=3[CH3:20])[N:12]=2)=[CH:36][CH:35]=1. Reactant: C(OC([N:8](C(OC(C)(C)C)=O)[C:9]1[CH:14]=[C:13]([C:15]2[C:16]([CH3:21])=[N:17][O:18][C:19]=2[CH3:20])[N:12]=[C:11](S(C)(=O)=O)[N:10]=1)=O)(C)(C)C.[Cl:33][C:34]1[CH:39]=[CH:38][C:37]([NH:40]C=O)=[CH:36][CH:35]=1.[H-].[Na+].CO. (5) The catalyst class is: 20. Reactant: Br[C:2]1[C:11]2[C:6](=[CH:7][CH:8]=[C:9]([O:12][CH3:13])[CH:10]=2)[C:5]([Cl:14])=[N:4][CH:3]=1.[Li]C(C)(C)C.CCCCC.[C:25](=[O:27])=[O:26].[OH-].[Na+]. Product: [Cl:14][C:5]1[C:6]2[C:11](=[CH:10][C:9]([O:12][CH3:13])=[CH:8][CH:7]=2)[C:2]([C:25]([OH:27])=[O:26])=[CH:3][N:4]=1.